This data is from HIV replication inhibition screening data with 41,000+ compounds from the AIDS Antiviral Screen. The task is: Binary Classification. Given a drug SMILES string, predict its activity (active/inactive) in a high-throughput screening assay against a specified biological target. (1) The drug is CCOc1ccc2nc3nc(O)nc(C)c3c(NCCCN(CC)CC)c2c1. The result is 0 (inactive). (2) The compound is CC1(C)OOC(O)C=C1c1ccccc1. The result is 0 (inactive). (3) The drug is Cc1cn(C2CC(F)C(COC(=O)CCCCCCCCCCCN=[N+]=[N-])O2)c(=O)[nH]c1=O. The result is 1 (active). (4) The result is 0 (inactive). The molecule is O=C(OCC1OC(c2nn[nH]n2)C(OC(=O)c2ccccc2)C1OC(=O)c1ccccc1)c1ccccc1. (5) The compound is O=C1C(=Cc2ccccc2)CCCC1=Cc1ccccc1. The result is 0 (inactive). (6) The compound is Cc1cccc2c1c1ccc3c(c1n2C)C(=O)C=CC3=O. The result is 0 (inactive). (7) The compound is O=C(Nc1ccccc1)N1C(c2ccccc2)=NC(c2ccccc2)C1c1ccccc1. The result is 0 (inactive). (8) The compound is C#CCn1c(=O)c2cc(OC)c(OC)cc2n(CC#C)c1=O. The result is 0 (inactive).